This data is from Reaction yield outcomes from USPTO patents with 853,638 reactions. The task is: Predict the reaction yield, written as a fraction of the theoretical maximum amount of product (1.0 means a 100% yield; for example, 0.34 means a 34% yield). (1) The reactants are [OH:1][CH2:2][CH2:3][C:4]1[CH:5]=[C:6]([OH:10])[CH:7]=[CH:8][CH:9]=1.Br[CH2:12][C:13]1[CH:22]=[CH:21][CH:20]=[CH:19][C:14]=1[C:15]([O:17][CH3:18])=[O:16].C(=O)([O-])[O-].[K+].[K+].C(O)C(N)(CO)CO. The catalyst is C(#N)C. The product is [OH:1][CH2:2][CH2:3][C:4]1[CH:5]=[C:6]([CH:7]=[CH:8][CH:9]=1)[O:10][CH2:12][C:13]1[CH:22]=[CH:21][CH:20]=[CH:19][C:14]=1[C:15]([O:17][CH3:18])=[O:16]. The yield is 0.900. (2) The reactants are [CH3:1][O:2][C:3]1[CH:10]=[CH:9][C:6]([C:7]#[N:8])=[CH:5][C:4]=1[N+:11]([O-])=O.[N-:14]=[N+:15]=[N-:16].[Na+].C(N(CC)CC)C.[H][H]. The catalyst is C1(C)C=CC=CC=1.CO.[Pd].O. The product is [CH3:1][O:2][C:3]1[CH:10]=[CH:9][C:6]([C:7]2[NH:16][N:15]=[N:14][N:8]=2)=[CH:5][C:4]=1[NH2:11]. The yield is 0.820.